The task is: Predict the reactants needed to synthesize the given product.. This data is from Full USPTO retrosynthesis dataset with 1.9M reactions from patents (1976-2016). Given the product [Br:21][C:20]1[C:15]([NH:14][C:13]([C:12]2[N:11]([CH3:32])[N:10]=[CH:9][C:8]=2[C:6]([OH:7])=[O:5])=[O:31])=[CH:16][C:17]2[N:18]([CH:22]=[C:23]([C:25]3[CH:26]=[CH:27][CH:28]=[CH:29][CH:30]=3)[N:24]=2)[CH:19]=1, predict the reactants needed to synthesize it. The reactants are: [OH-].[Na+].C([O:5][C:6]([C:8]1[CH:9]=[N:10][N:11]([CH3:32])[C:12]=1[C:13](=[O:31])[NH:14][C:15]1[C:20]([Br:21])=[CH:19][N:18]2[CH:22]=[C:23]([C:25]3[CH:30]=[CH:29][CH:28]=[CH:27][CH:26]=3)[N:24]=[C:17]2[CH:16]=1)=[O:7])C.O.Cl.